Dataset: NCI-60 drug combinations with 297,098 pairs across 59 cell lines. Task: Regression. Given two drug SMILES strings and cell line genomic features, predict the synergy score measuring deviation from expected non-interaction effect. (1) Drug 1: C1=C(C(=O)NC(=O)N1)N(CCCl)CCCl. Drug 2: CN(CC1=CN=C2C(=N1)C(=NC(=N2)N)N)C3=CC=C(C=C3)C(=O)NC(CCC(=O)O)C(=O)O. Cell line: MALME-3M. Synergy scores: CSS=15.5, Synergy_ZIP=-3.35, Synergy_Bliss=2.78, Synergy_Loewe=-4.05, Synergy_HSA=0.586. (2) Drug 1: CN(C(=O)NC(C=O)C(C(C(CO)O)O)O)N=O. Drug 2: COCCOC1=C(C=C2C(=C1)C(=NC=N2)NC3=CC=CC(=C3)C#C)OCCOC.Cl. Cell line: SR. Synergy scores: CSS=58.1, Synergy_ZIP=10.9, Synergy_Bliss=13.9, Synergy_Loewe=9.85, Synergy_HSA=11.5.